This data is from Peptide-MHC class I binding affinity with 185,985 pairs from IEDB/IMGT. The task is: Regression. Given a peptide amino acid sequence and an MHC pseudo amino acid sequence, predict their binding affinity value. This is MHC class I binding data. (1) The peptide sequence is PSEVSPIAQ. The MHC is HLA-B15:01 with pseudo-sequence HLA-B15:01. The binding affinity (normalized) is 0.0847. (2) The peptide sequence is YQCGHYTHI. The MHC is HLA-A29:02 with pseudo-sequence HLA-A29:02. The binding affinity (normalized) is 0.0639. (3) The peptide sequence is LSSKNNEHY. The MHC is HLA-A11:01 with pseudo-sequence HLA-A11:01. The binding affinity (normalized) is 0.0847. (4) The peptide sequence is AYIDNYNKM. The MHC is Patr-A0701 with pseudo-sequence Patr-A0701. The binding affinity (normalized) is 0.837. (5) The peptide sequence is RADEINAIL. The MHC is HLA-B46:01 with pseudo-sequence HLA-B46:01. The binding affinity (normalized) is 0.0847. (6) The peptide sequence is QEEQKKYIY. The MHC is HLA-A29:02 with pseudo-sequence HLA-A29:02. The binding affinity (normalized) is 0.149. (7) The peptide sequence is NILVAGNLI. The MHC is HLA-B40:01 with pseudo-sequence HLA-B40:01. The binding affinity (normalized) is 0.0847. (8) The peptide sequence is YIAVVPLVY. The MHC is Mamu-A02 with pseudo-sequence Mamu-A02. The binding affinity (normalized) is 0.427. (9) The peptide sequence is HIGPGRAFY. The MHC is HLA-B15:01 with pseudo-sequence HLA-B15:01. The binding affinity (normalized) is 0.592.